Dataset: Catalyst prediction with 721,799 reactions and 888 catalyst types from USPTO. Task: Predict which catalyst facilitates the given reaction. (1) Reactant: [NH:1]1[C:9]2[C:4](=[N:5][CH:6]=[CH:7][CH:8]=2)[C:3]([NH2:10])=[CH:2]1.Cl[CH2:12][CH2:13][N:14]([CH2:16][CH2:17]Cl)[CH3:15].C([O-])([O-])=O.[Na+].[Na+].CO.C(Cl)Cl. Product: [CH3:15][N:14]1[CH2:16][CH2:17][N:10]([C:3]2[C:4]3=[N:5][CH:6]=[CH:7][CH:8]=[C:9]3[NH:1][CH:2]=2)[CH2:12][CH2:13]1. The catalyst class is: 41. (2) Reactant: CN.[O:3]=[C:4]1[N:8]([C:9]2[CH:14]=[CH:13][C:12]([N:15]3[CH2:20][CH2:19][O:18][CH2:17][C:16]3=[O:21])=[CH:11][CH:10]=2)[CH2:7][C@H:6]([CH2:22][N:23]2C(=O)C3C(=CC=CC=3)C2=O)[O:5]1.[S:34](=[O:38])(=[O:37])([OH:36])[OH:35]. Product: [S:34]([OH:38])([OH:37])(=[O:36])=[O:35].[NH2:23][CH2:22][C@@H:6]1[O:5][C:4](=[O:3])[N:8]([C:9]2[CH:14]=[CH:13][C:12]([N:15]3[CH2:20][CH2:19][O:18][CH2:17][C:16]3=[O:21])=[CH:11][CH:10]=2)[CH2:7]1. The catalyst class is: 8.